From a dataset of Full USPTO retrosynthesis dataset with 1.9M reactions from patents (1976-2016). Predict the reactants needed to synthesize the given product. (1) Given the product [N+:36]([C:32]1[CH:31]=[C:30]([N:27]2[C:28]3[C:23](=[CH:22][CH:21]=[CH:20][N:29]=3)[CH:24]=[C:25]([CH2:40][CH2:41][CH2:42][CH2:50][C:11]3[CH:12]=[CH:15][CH:16]=[CH:17][N:18]=3)[C:26]2=[O:39])[CH:35]=[CH:34][CH:33]=1)([O-:38])=[O:37], predict the reactants needed to synthesize it. The reactants are: [N+](C1C=C(N[C:11]2[N:18]=[CH:17][CH:16]=[CH:15][C:12]=2C=O)C=CC=1)([O-])=O.C[C:20]1[N:29]=[C:28]2[C:23]([CH:24]=[C:25]([CH2:40][CH2:41][CH2:42]C3C=CN=CC=3)[C:26](=[O:39])[N:27]2[C:30]2[CH:35]=[CH:34][CH:33]=[C:32]([N+:36]([O-:38])=[O:37])[CH:31]=2)=[CH:22][CH:21]=1.[Li+].[CH3:50]C([N-]C(C)C)C. (2) Given the product [F:8][C:4]1[CH:5]=[CH:6][CH:7]=[C:2]([F:1])[C:3]=1[C:9]1[NH:10][C:11]2[C:16]([CH:17]=1)=[CH:15][C:14]([C:29]1[N:30]=[C:31]([C:33]3[CH:38]=[N:37][CH:36]=[CH:35][N:34]=3)[S:32][C:28]=1[CH3:27])=[CH:13][CH:12]=2, predict the reactants needed to synthesize it. The reactants are: [F:1][C:2]1[CH:7]=[CH:6][CH:5]=[C:4]([F:8])[C:3]=1[C:9]1[NH:10][C:11]2[C:16]([CH:17]=1)=[CH:15][C:14](B1OC(C)(C)C(C)(C)O1)=[CH:13][CH:12]=2.[CH3:27][C:28]1[S:32][C:31]([C:33]2[CH:38]=[N:37][CH:36]=[CH:35][N:34]=2)=[N:30][C:29]=1OS(C(F)(F)F)(=O)=O.C(=O)([O-])[O-].[K+].[K+].O1CCOCC1. (3) Given the product [NH2:5][C:6]1[CH:10]=[C:9]([C:11]2[CH:12]=[CH:13][CH:14]=[CH:15][CH:16]=2)[N:8]([C:17]2[CH:22]=[CH:21][C:20]([S:23]([NH2:24])(=[O:25])=[O:26])=[CH:19][CH:18]=2)[N:7]=1, predict the reactants needed to synthesize it. The reactants are: C(OC(=O)[NH:5][C:6]1[CH:10]=[C:9]([C:11]2[CH:16]=[CH:15][CH:14]=[CH:13][CH:12]=2)[N:8]([C:17]2[CH:22]=[CH:21][C:20]([S:23](=[O:26])(=[O:25])[NH2:24])=[CH:19][CH:18]=2)[N:7]=1)C.[OH-].[Na+].O. (4) Given the product [CH2:4]([C:5]1[N:27]([CH2:28][CH2:29][CH2:30][C:31]([O:33][CH2:34][CH3:35])=[O:32])[C:26]2[C:25]([CH3:36])=[C:24]([CH3:37])[N:23]3[N:38]=[N:39][N:40]=[C:22]3[C:21]=2[N:20]=1)[CH3:3], predict the reactants needed to synthesize it. The reactants are: Cl.N1C=C[CH:5]=[CH:4][CH:3]=1.C(OCC)(OCC)(OCC)CC.[NH2:20][C:21]1[C:22]2[N:23]([N:38]=[N:39][N:40]=2)[C:24]([CH3:37])=[C:25]([CH3:36])[C:26]=1[NH:27][CH2:28][CH2:29][CH2:30][C:31]([O:33][CH2:34][CH3:35])=[O:32]. (5) Given the product [CH3:23][O:24][C:25](=[O:36])[CH2:26][CH2:27][C:28]1[CH:33]=[CH:32][C:31]([NH:34][C:19](=[O:20])[CH:18]([C:4]2[N:5]=[C:6]([C:8]3[CH:13]=[CH:12][C:11]([C:14]([F:16])([F:15])[F:17])=[CH:10][CH:9]=3)[S:7][C:3]=2[CH2:1][CH3:2])[CH3:22])=[CH:30][C:29]=1[CH3:35], predict the reactants needed to synthesize it. The reactants are: [CH2:1]([C:3]1[S:7][C:6]([C:8]2[CH:13]=[CH:12][C:11]([C:14]([F:17])([F:16])[F:15])=[CH:10][CH:9]=2)=[N:5][C:4]=1[CH:18]([CH3:22])[C:19](O)=[O:20])[CH3:2].[CH3:23][O:24][C:25](=[O:36])[CH2:26][CH2:27][C:28]1[CH:33]=[CH:32][C:31]([NH2:34])=[CH:30][C:29]=1[CH3:35].CCN=C=NCCCN(C)C. (6) Given the product [OH:21][CH2:20][C:19]1[N:18]([CH2:25][O:26][CH2:27][CH2:28][Si:29]([CH3:32])([CH3:31])[CH3:30])[CH:17]=[N:16][C:15]=1[C:12]1[CH:13]=[CH:14][C:9]([C:7]#[N:8])=[CH:10][CH:11]=1, predict the reactants needed to synthesize it. The reactants are: [H-].[H-].[H-].[H-].[Li+].[Al+3].[C:7]([C:9]1[CH:14]=[CH:13][C:12]([C:15]2[N:16]=[CH:17][N:18]([CH2:25][O:26][CH2:27][CH2:28][Si:29]([CH3:32])([CH3:31])[CH3:30])[C:19]=2[C:20](OCC)=[O:21])=[CH:11][CH:10]=1)#[N:8].